Dataset: Forward reaction prediction with 1.9M reactions from USPTO patents (1976-2016). Task: Predict the product of the given reaction. (1) Given the reactants C1(P(C2C=CC=CC=2)C2C=CC=CC=2)C=CC=CC=1.[C:20]([Br:24])(Br)(Br)[Br:21].[CH3:25][Si:26]([CH3:32])([CH3:31])[CH2:27][CH2:28][CH:29]=O, predict the reaction product. The product is: [Br:21][C:20]([Br:24])=[CH:29][CH2:28][CH2:27][Si:26]([CH3:32])([CH3:31])[CH3:25]. (2) The product is: [CH:19]1([C:2]2[C:15]3[C:16]4=[C:17]5[C:12](=[CH:13][CH:14]=3)[CH:11]=[CH:10][C:9]([CH:2]3[CH2:15][CH2:16][CH2:5][CH2:4][CH2:3]3)=[C:8]5[CH:7]=[CH:6][C:5]4=[CH:4][CH:3]=2)[CH2:24][CH2:23][CH2:22][CH2:21][CH2:20]1. Given the reactants Br[C:2]1[C:15]2[C:16]3=[C:17]4[C:12](=[CH:13][CH:14]=2)[CH:11]=[CH:10][C:9](Br)=[C:8]4[CH:7]=[CH:6][C:5]3=[CH:4][CH:3]=1.[CH:19]1([Mg]Br)[CH2:24][CH2:23][CH2:22][CH2:21][CH2:20]1.Cl, predict the reaction product. (3) Given the reactants CO[C:3](=[O:14])[C:4]1[CH:9]=[CH:8][C:7](F)=[C:6]([N+:11]([O-:13])=[O:12])[CH:5]=1.N([C:18]1C=C(C=[CH:25][C:26]=1[O:27]C(F)(F)F)C(N)=O)=C=S.C[Si]([N-][Si](C)(C)C)(C)C.[K+].[CH:42]([OH:45])([CH3:44])[CH3:43], predict the reaction product. The product is: [CH:42]([O:45][C:3](=[O:14])[C:4]1[CH:9]=[CH:8][C:7]([O:27][CH:26]([CH3:25])[CH3:18])=[C:6]([N+:11]([O-:13])=[O:12])[CH:5]=1)([CH3:44])[CH3:43].